The task is: Predict the reactants needed to synthesize the given product.. This data is from Full USPTO retrosynthesis dataset with 1.9M reactions from patents (1976-2016). (1) Given the product [C:1]([NH:4][C@@H:5]1[CH2:6][C@H:7]([NH2:28])[CH2:8][CH2:9][C@@H:10]1[N:11]1[CH2:15][CH2:14][C@H:13]([NH:16][C:17](=[O:18])[O:19][CH2:20][C:21]2[CH:22]=[CH:23][CH:24]=[CH:25][CH:26]=2)[C:12]1=[O:27])(=[O:3])[CH3:2], predict the reactants needed to synthesize it. The reactants are: [C:1]([NH:4][C@H:5]1[C@@H:10]([N:11]2[CH2:15][CH2:14][C@H:13]([NH:16][C:17]([O:19][CH2:20][C:21]3[CH:26]=[CH:25][CH:24]=[CH:23][CH:22]=3)=[O:18])[C:12]2=[O:27])[CH2:9][CH2:8][C@@H:7]([NH:28]C(=O)OC(C)(C)C)[CH2:6]1)(=[O:3])[CH3:2].FC(F)(F)C(O)=O. (2) Given the product [Br:1][C:2]1[CH:3]=[C:4]2[C:5](=[CH:9][CH:10]=1)[C:6](=[O:7])[O:8][C:25]([C:19]([OH:20])=[O:22])=[C:11]2[C:12]1[CH:17]=[CH:16][CH:15]=[CH:14][CH:13]=1, predict the reactants needed to synthesize it. The reactants are: [Br:1][C:2]1[CH:10]=[CH:9][C:5]([C:6]([OH:8])=[O:7])=[C:4]([C:11](=O)[C:12]2[CH:17]=[CH:16][CH:15]=[CH:14][CH:13]=2)[CH:3]=1.[C:19](=[O:22])([O-])[O-:20].[K+].[K+].[CH3:25]C(C)=O.